From a dataset of Peptide-MHC class II binding affinity with 134,281 pairs from IEDB. Regression. Given a peptide amino acid sequence and an MHC pseudo amino acid sequence, predict their binding affinity value. This is MHC class II binding data. (1) The peptide sequence is YDWFLANVSTVLTGK. The MHC is DRB1_0802 with pseudo-sequence DRB1_0802. The binding affinity (normalized) is 0.767. (2) The binding affinity (normalized) is 0.549. The peptide sequence is MSWQTYVDEHLMCEI. The MHC is HLA-DPA10201-DPB10101 with pseudo-sequence HLA-DPA10201-DPB10101. (3) The peptide sequence is GHRGAINWQKGDTIK. The MHC is DRB1_0701 with pseudo-sequence DRB1_0701. The binding affinity (normalized) is 0.151. (4) The peptide sequence is AHATAGTTVYGAFAA. The MHC is HLA-DQA10501-DQB10301 with pseudo-sequence HLA-DQA10501-DQB10301. The binding affinity (normalized) is 0.614.